From a dataset of Catalyst prediction with 721,799 reactions and 888 catalyst types from USPTO. Predict which catalyst facilitates the given reaction. (1) Reactant: [CH2:1]([O:3][C:4]1[C:8]([CH2:9][CH2:10][CH2:11][OH:12])=[CH:7][N:6]([C:13]2[CH:18]=[CH:17][C:16]([C:19]([F:22])([F:21])[F:20])=[CH:15][CH:14]=2)[N:5]=1)[CH3:2].O[C:24]1[CH:29]=[CH:28][CH:27]=[CH:26][C:25]=1[CH2:30][C:31]([O:33]C)=[O:32].C(P(CCCC)CCCC)CCC.N(C(N1CCCCC1)=O)=NC(N1CCCCC1)=O. Product: [CH2:1]([O:3][C:4]1[C:8]([CH2:9][CH2:10][CH2:11][O:12][C:24]2[CH:29]=[CH:28][CH:27]=[CH:26][C:25]=2[CH2:30][C:31]([OH:33])=[O:32])=[CH:7][N:6]([C:13]2[CH:18]=[CH:17][C:16]([C:19]([F:21])([F:22])[F:20])=[CH:15][CH:14]=2)[N:5]=1)[CH3:2]. The catalyst class is: 7. (2) Reactant: [C:1]([C:3]1[CH:4]=[C:5]([N:9]2[C:15](=[O:16])[CH2:14][C:13](=[O:17])[NH:12][C:11]3[C:18]4[CH2:19][CH2:20][CH2:21][CH2:22][C:23]=4[CH:24]=[CH:25][C:10]2=3)[CH:6]=[CH:7][CH:8]=1)#[N:2].C([Sn]([N:39]=[N+:40]=[N-:41])(CCCC)CCCC)CCC.C(=O)([O-])O.[Na+]. Product: [NH:39]1[C:1]([C:3]2[CH:4]=[C:5]([N:9]3[C:15](=[O:16])[CH2:14][C:13](=[O:17])[NH:12][C:11]4[C:18]5[CH2:19][CH2:20][CH2:21][CH2:22][C:23]=5[CH:24]=[CH:25][C:10]3=4)[CH:6]=[CH:7][CH:8]=2)=[N:2][N:41]=[N:40]1. The catalyst class is: 3. (3) Reactant: [N:1]12[CH2:8][CH2:7][CH:4]([CH2:5][CH2:6]1)[CH:3]([OH:9])[CH2:2]2.[N+:10]([C:13]1[CH:18]=[CH:17][C:16]([C:19]2[CH:24]=[CH:23][C:22](O)=[CH:21][CH:20]=2)=[CH:15][CH:14]=1)([O-:12])=[O:11].CC(OC(/N=N/C(OC(C)C)=O)=O)C.C1(P(C2C=CC=CC=2)C2C=CC=CC=2)C=CC=CC=1. Product: [N+:10]([C:13]1[CH:14]=[CH:15][C:16]([C:19]2[CH:24]=[CH:23][C:22]([O:9][CH:3]3[CH:4]4[CH2:7][CH2:8][N:1]([CH2:6][CH2:5]4)[CH2:2]3)=[CH:21][CH:20]=2)=[CH:17][CH:18]=1)([O-:12])=[O:11]. The catalyst class is: 7.